From a dataset of Catalyst prediction with 721,799 reactions and 888 catalyst types from USPTO. Predict which catalyst facilitates the given reaction. (1) Reactant: [NH2:1][C:2]1[C:11]([NH2:12])=[CH:10][C:9]([C:13]2[C:14]([CH3:19])=[N:15][O:16][C:17]=2[CH3:18])=[CH:8][C:3]=1[C:4]([O:6][CH3:7])=[O:5].Cl.[CH:21]1([C:24](=N)OCC)[CH2:23][CH2:22]1. Product: [CH:21]1([C:24]2[NH:1][C:2]3[C:3]([C:4]([O:6][CH3:7])=[O:5])=[CH:8][C:9]([C:13]4[C:14]([CH3:19])=[N:15][O:16][C:17]=4[CH3:18])=[CH:10][C:11]=3[N:12]=2)[CH2:23][CH2:22]1. The catalyst class is: 5. (2) Reactant: [CH3:1][O:2][C:3]1[CH:4]=[CH:5][C:6]2[S:12][CH2:11][CH2:10][NH:9][CH2:8][C:7]=2[N:13]=1.[CH:14]([C:16]1[CH:25]=[CH:24][C:19]([C:20]([O:22][CH3:23])=[O:21])=[C:18]([O:26][CH3:27])[CH:17]=1)=O.C(O[BH-](OC(=O)C)OC(=O)C)(=O)C.[Na+]. Product: [CH3:27][O:26][C:18]1[CH:17]=[C:16]([CH2:14][N:9]2[CH2:8][C:7]3[N:13]=[C:3]([O:2][CH3:1])[CH:4]=[CH:5][C:6]=3[S:12][CH2:11][CH2:10]2)[CH:25]=[CH:24][C:19]=1[C:20]([O:22][CH3:23])=[O:21]. The catalyst class is: 26. (3) Reactant: [F:8][C:7]([F:10])([F:9])[C:6](O[C:6](=[O:11])[C:7]([F:10])([F:9])[F:8])=[O:11].[NH2:14][C:15]1[CH:34]=[CH:33][C:18]2[N:19]([CH3:32])[C:20]([CH2:22][CH2:23][C:24]3[CH:29]=[CH:28][C:27]([C:30]#[N:31])=[CH:26][CH:25]=3)=[N:21][C:17]=2[CH:16]=1. The catalyst class is: 228. Product: [C:30]([C:27]1[CH:28]=[CH:29][C:24]([CH2:23][CH2:22][C:20]2[N:19]([CH3:32])[C:18]3[CH:33]=[CH:34][C:15]([NH:14][C:6](=[O:11])[C:7]([F:8])([F:9])[F:10])=[CH:16][C:17]=3[N:21]=2)=[CH:25][CH:26]=1)#[N:31]. (4) Reactant: [CH3:1][C:2]1([CH2:9][S:10](Cl)(=[O:12])=[O:11])[C:6](=[O:7])[NH:5][C:4](=[O:8])[NH:3]1.[CH3:14][C:15]1[CH:24]=[C:23]([CH2:25][O:26][C:27]2[CH:33]=[CH:32][C:30]([NH2:31])=[CH:29][CH:28]=2)[C:22]2[C:17](=[CH:18][CH:19]=[CH:20][CH:21]=2)[N:16]=1.C(N(CC)CC)C. Product: [CH3:1][C:2]1([CH2:9][S:10]([NH:31][C:30]2[CH:29]=[CH:28][C:27]([O:26][CH2:25][C:23]3[C:22]4[C:17](=[CH:18][CH:19]=[CH:20][CH:21]=4)[N:16]=[C:15]([CH3:14])[CH:24]=3)=[CH:33][CH:32]=2)(=[O:12])=[O:11])[C:6](=[O:7])[NH:5][C:4](=[O:8])[NH:3]1. The catalyst class is: 3. (5) Reactant: [C:1]([C:5]1[CH:23]=[CH:22][C:8]([C:9]([NH:11][C:12]2[N:13]=[C:14]3[CH:19]=[CH:18][C:17](Cl)=[N:16][N:15]3[CH:21]=2)=[O:10])=[CH:7][CH:6]=1)([CH3:4])([CH3:3])[CH3:2].[C:24]([C:28]1[N:29]=[CH:30][NH:31][CH:32]=1)([CH3:27])([CH3:26])[CH3:25].C(=O)([O-])[O-].[K+].[K+].CN(C)C=O. Product: [C:1]([C:5]1[CH:23]=[CH:22][C:8]([C:9]([NH:11][C:12]2[N:13]=[C:14]3[CH:19]=[CH:18][C:17]([N:31]4[CH:32]=[C:28]([C:24]([CH3:27])([CH3:26])[CH3:25])[N:29]=[CH:30]4)=[N:16][N:15]3[CH:21]=2)=[O:10])=[CH:7][CH:6]=1)([CH3:4])([CH3:3])[CH3:2]. The catalyst class is: 6. (6) Reactant: C(O)(C(F)(F)F)=O.C(OC([N:15]([CH2:20][C:21]1[CH:22]=[CH:23][C:24]([C:27]2[S:35][C:34]3[C:29](=[N:30][CH:31]=[CH:32][C:33]=3[O:36][C:37]3[CH:42]=[CH:41][C:40]([NH:43][C:44](=[O:57])[NH:45][CH:46]4[CH2:49][N:48](C(OC(C)(C)C)=O)[CH2:47]4)=[CH:39][C:38]=3[F:58])[CH:28]=2)=[N:25][CH:26]=1)[CH2:16][CH2:17][O:18][CH3:19])=O)(C)(C)C. Product: [NH:48]1[CH2:47][CH:46]([NH:45][C:44]([NH:43][C:40]2[CH:41]=[CH:42][C:37]([O:36][C:33]3[CH:32]=[CH:31][N:30]=[C:29]4[CH:28]=[C:27]([C:24]5[CH:23]=[CH:22][C:21]([CH2:20][NH:15][CH2:16][CH2:17][O:18][CH3:19])=[CH:26][N:25]=5)[S:35][C:34]=34)=[C:38]([F:58])[CH:39]=2)=[O:57])[CH2:49]1. The catalyst class is: 2. (7) The catalyst class is: 48. Reactant: [C:1]([C:4]1[N:5]([CH3:34])[CH:6]=[C:7]([C:9]2[CH:14]=[CH:13][C:12]([CH2:15][C@H:16]([NH:20][C:21](=[O:33])[C:22]3[CH:27]=[CH:26][C:25]([O:28][CH:29]([CH3:31])[CH3:30])=[C:24]([Cl:32])[CH:23]=3)[CH2:17][CH2:18][OH:19])=[CH:11][CH:10]=2)[N:8]=1)(=[O:3])[CH3:2].[CH2:35](O)[CH2:36][OH:37].O.C1(C)C=CC(S(O)(=O)=O)=CC=1. Product: [Cl:32][C:24]1[CH:23]=[C:22]([CH:27]=[CH:26][C:25]=1[O:28][CH:29]([CH3:30])[CH3:31])[C:21]([NH:20][C@H:16]([CH2:17][CH2:18][OH:19])[CH2:15][C:12]1[CH:13]=[CH:14][C:9]([C:7]2[N:8]=[C:4]([C:1]3([CH3:2])[O:37][CH2:36][CH2:35][O:3]3)[N:5]([CH3:34])[CH:6]=2)=[CH:10][CH:11]=1)=[O:33]. (8) Reactant: [CH2:1]([C@H:8]([NH:39][C:40](=[O:83])[C@H:41]([CH2:60][C:61]([NH:63][C:64]([C:77]1[CH:82]=[CH:81][CH:80]=[CH:79][CH:78]=1)([C:71]1[CH:76]=[CH:75][CH:74]=[CH:73][CH:72]=1)[C:65]1[CH:70]=[CH:69][CH:68]=[CH:67][CH:66]=1)=[O:62])[NH:42]C(OCC1C2C=CC=CC=2C2C1=CC=CC=2)=O)[C@@H:9]([OH:38])[CH2:10][C@@H:11]([NH:25][C:26](=[O:37])[C@H:27]([C:33]([CH3:36])([CH3:35])[CH3:34])[NH:28][C:29]([O:31][CH3:32])=[O:30])[CH2:12][C:13]1[CH:18]=[CH:17][C:16]([C:19]2[CH:24]=[CH:23][CH:22]=[CH:21][N:20]=2)=[CH:15][CH:14]=1)[C:2]1[CH:7]=[CH:6][CH:5]=[CH:4][CH:3]=1.N1CCCCC1. Product: [CH2:1]([C@H:8]([NH:39][C:40](=[O:83])[C@H:41]([CH2:60][C:61]([NH:63][C:64]([C:71]1[CH:72]=[CH:73][CH:74]=[CH:75][CH:76]=1)([C:65]1[CH:70]=[CH:69][CH:68]=[CH:67][CH:66]=1)[C:77]1[CH:78]=[CH:79][CH:80]=[CH:81][CH:82]=1)=[O:62])[NH2:42])[C@@H:9]([OH:38])[CH2:10][C@@H:11]([NH:25][C:26](=[O:37])[C@H:27]([C:33]([CH3:34])([CH3:35])[CH3:36])[NH:28][C:29]([O:31][CH3:32])=[O:30])[CH2:12][C:13]1[CH:18]=[CH:17][C:16]([C:19]2[CH:24]=[CH:23][CH:22]=[CH:21][N:20]=2)=[CH:15][CH:14]=1)[C:2]1[CH:3]=[CH:4][CH:5]=[CH:6][CH:7]=1. The catalyst class is: 9.